Dataset: NCI-60 drug combinations with 297,098 pairs across 59 cell lines. Task: Regression. Given two drug SMILES strings and cell line genomic features, predict the synergy score measuring deviation from expected non-interaction effect. (1) Drug 1: C1=CC(=C2C(=C1NCCNCCO)C(=O)C3=C(C=CC(=C3C2=O)O)O)NCCNCCO. Drug 2: CC1CCCC2(C(O2)CC(NC(=O)CC(C(C(=O)C(C1O)C)(C)C)O)C(=CC3=CSC(=N3)C)C)C. Cell line: HCC-2998. Synergy scores: CSS=40.6, Synergy_ZIP=4.40, Synergy_Bliss=4.11, Synergy_Loewe=5.41, Synergy_HSA=6.86. (2) Drug 1: CC12CCC(CC1=CCC3C2CCC4(C3CC=C4C5=CN=CC=C5)C)O. Drug 2: CC=C1C(=O)NC(C(=O)OC2CC(=O)NC(C(=O)NC(CSSCCC=C2)C(=O)N1)C(C)C)C(C)C. Cell line: RPMI-8226. Synergy scores: CSS=76.1, Synergy_ZIP=-4.60, Synergy_Bliss=-6.09, Synergy_Loewe=-15.3, Synergy_HSA=-6.56. (3) Drug 1: CN1CCC(CC1)COC2=C(C=C3C(=C2)N=CN=C3NC4=C(C=C(C=C4)Br)F)OC. Synergy scores: CSS=41.1, Synergy_ZIP=-0.0897, Synergy_Bliss=1.77, Synergy_Loewe=-9.11, Synergy_HSA=5.02. Drug 2: C1C(C(OC1N2C=C(C(=O)NC2=O)F)CO)O. Cell line: MDA-MB-231. (4) Synergy scores: CSS=21.6, Synergy_ZIP=1.21, Synergy_Bliss=0.844, Synergy_Loewe=-44.0, Synergy_HSA=0.140. Drug 1: CC1C(C(CC(O1)OC2CC(OC(C2O)C)OC3=CC4=CC5=C(C(=O)C(C(C5)C(C(=O)C(C(C)O)O)OC)OC6CC(C(C(O6)C)O)OC7CC(C(C(O7)C)O)OC8CC(C(C(O8)C)O)(C)O)C(=C4C(=C3C)O)O)O)O. Cell line: RXF 393. Drug 2: CC(C)NC(=O)C1=CC=C(C=C1)CNNC.Cl. (5) Drug 2: CS(=O)(=O)OCCCCOS(=O)(=O)C. Synergy scores: CSS=42.3, Synergy_ZIP=-15.7, Synergy_Bliss=-13.2, Synergy_Loewe=-8.95, Synergy_HSA=-8.07. Cell line: CAKI-1. Drug 1: C1=C(C(=O)NC(=O)N1)N(CCCl)CCCl. (6) Drug 1: C1=CC(=CC=C1CCC2=CNC3=C2C(=O)NC(=N3)N)C(=O)NC(CCC(=O)O)C(=O)O. Drug 2: C1CC(=O)NC(=O)C1N2C(=O)C3=CC=CC=C3C2=O. Cell line: OVCAR-5. Synergy scores: CSS=14.0, Synergy_ZIP=-4.76, Synergy_Bliss=-1.27, Synergy_Loewe=-20.5, Synergy_HSA=-1.98.